Dataset: Catalyst prediction with 721,799 reactions and 888 catalyst types from USPTO. Task: Predict which catalyst facilitates the given reaction. (1) Reactant: [CH2:1]([O:3][C:4]1[CH:9]=[CH:8][CH:7]=[C:6]([F:10])[C:5]=1[F:11])[CH3:2].C([Li])(CC)C.[CH2:17]([C@H:20]1[CH2:25][CH2:24][C@H:23]([C@H:26]2[CH2:31][CH2:30][C@H:29]([CH2:32][CH2:33][CH2:34][CH:35]=O)[CH2:28][CH2:27]2)[CH2:22][CH2:21]1)[CH2:18][CH3:19].O. Product: [CH2:1]([O:3][C:4]1[CH:9]=[CH:8][C:7]([CH:35]=[CH:34][CH2:33][CH2:32][C@H:29]2[CH2:30][CH2:31][C@H:26]([C@H:23]3[CH2:22][CH2:21][C@H:20]([CH2:17][CH2:18][CH3:19])[CH2:25][CH2:24]3)[CH2:27][CH2:28]2)=[C:6]([F:10])[C:5]=1[F:11])[CH3:2]. The catalyst class is: 1. (2) Reactant: C(Cl)CCl.C1C=CC2N(O)N=NC=2C=1.[CH3:15][CH:16]([N:18]1[CH2:23][CH2:22][NH:21][CH2:20][CH2:19]1)[CH3:17].[C:24]([O:28][C:29]([N:31]1[CH2:35][CH2:34][C@H:33]([C:36](O)=[O:37])[CH2:32]1)=[O:30])([CH3:27])([CH3:26])[CH3:25]. Product: [CH3:15][CH:16]([N:18]1[CH2:23][CH2:22][N:21]([C:36]([C@H:33]2[CH2:34][CH2:35][N:31]([C:29]([O:28][C:24]([CH3:27])([CH3:26])[CH3:25])=[O:30])[CH2:32]2)=[O:37])[CH2:20][CH2:19]1)[CH3:17]. The catalyst class is: 3.